From a dataset of Forward reaction prediction with 1.9M reactions from USPTO patents (1976-2016). Predict the product of the given reaction. (1) The product is: [CH3:21][N:18]1[CH2:17][CH2:16][N:15]([C@H:12]2[CH2:13][CH2:14][C@H:9]([NH2:8])[CH2:10][CH2:11]2)[CH2:20][CH2:19]1. Given the reactants C([N:8](CC1C=CC=CC=1)[C@H:9]1[CH2:14][CH2:13][C@H:12]([N:15]2[CH2:20][CH2:19][N:18]([CH3:21])[CH2:17][CH2:16]2)[CH2:11][CH2:10]1)C1C=CC=CC=1.[H][H], predict the reaction product. (2) Given the reactants [CH3:1][O:2][CH:3]([O:11][CH3:12])[CH2:4][CH2:5][CH2:6][C:7]([O:9]C)=[O:8], predict the reaction product. The product is: [CH3:12][O:11][CH:3]([O:2][CH3:1])[CH2:4][CH2:5][CH2:6][C:7]([OH:9])=[O:8]. (3) Given the reactants [NH2:1][C:2]1[N:11]=[C:10]([CH3:12])[C:9]2[C:8](=[N:13][O:14][CH2:15][C:16]([OH:18])=O)[CH2:7][CH:6]([C:19]3[CH:24]=[CH:23][CH:22]=[CH:21][C:20]=3[C:25]3[CH:30]=[CH:29][CH:28]=[CH:27][CH:26]=3)[CH2:5][C:4]=2[N:3]=1.S(Cl)(Cl)=O.[NH:35]1[CH2:40][CH2:39][O:38][CH2:37][CH2:36]1.C(N(CC)CC)C, predict the reaction product. The product is: [N:35]1([C:16](=[O:18])[CH2:15][O:14][N:13]=[C:8]2[CH2:7][CH:6]([C:19]3[CH:24]=[CH:23][CH:22]=[CH:21][C:20]=3[C:25]3[CH:30]=[CH:29][CH:28]=[CH:27][CH:26]=3)[CH2:5][C:4]3[N:3]=[C:2]([NH2:1])[N:11]=[C:10]([CH3:12])[C:9]2=3)[CH2:40][CH2:39][O:38][CH2:37][CH2:36]1. (4) Given the reactants [CH:1]1([C:4]2[NH:8][N:7]=[C:6]([NH:9][C:10]3[C:15](N)=[CH:14][N:13]=[C:12]([C:17]4[CH:22]=[CH:21][CH:20]=[CH:19][N:18]=4)[N:11]=3)[CH:5]=2)[CH2:3][CH2:2]1.[ClH:23].N([O-])=O.[Na+].CC1C=CC(COC(NNC(C2C=NC=CN=2)=O)=O)=CC=1.C([O-])([O-])=O.[Na+].[Na+], predict the reaction product. The product is: [Cl:23][C:15]1[C:10]([NH:9][C:6]2[CH:5]=[C:4]([CH:1]3[CH2:3][CH2:2]3)[NH:8][N:7]=2)=[N:11][C:12]([C:17]2[CH:22]=[CH:21][CH:20]=[CH:19][N:18]=2)=[N:13][CH:14]=1. (5) Given the reactants [CH3:1][C:2]1[C:6]2[C:7]([OH:13])=[C:8]([CH2:11][CH3:12])[CH:9]=[CH:10][C:5]=2[O:4][C:3]=1[C:14]([O:16][CH2:17][CH3:18])=[O:15].[C:19](=O)([O-])[O-].[K+].[K+].IC, predict the reaction product. The product is: [CH3:1][C:2]1[C:6]2[C:7]([O:13][CH3:19])=[C:8]([CH2:11][CH3:12])[CH:9]=[CH:10][C:5]=2[O:4][C:3]=1[C:14]([O:16][CH2:17][CH3:18])=[O:15].